Dataset: Catalyst prediction with 721,799 reactions and 888 catalyst types from USPTO. Task: Predict which catalyst facilitates the given reaction. (1) Reactant: [OH:1][C:2]1[CH:3]=[C:4]([C:8]2[CH:9]=[C:10]([CH:14]([NH:20][C:21]([C@@H:23]3[CH2:28][CH2:27][CH2:26][N:25]([C:29](=[O:45])[CH2:30][CH2:31][CH:32]4[CH2:37][CH2:36][N:35]([C:38]([O:40][C:41]([CH3:44])([CH3:43])[CH3:42])=[O:39])[CH2:34][CH2:33]4)[CH2:24]3)=[O:22])[CH2:15][C:16]([O:18][CH3:19])=[O:17])[CH:11]=[N:12][CH:13]=2)[CH:5]=[CH:6][CH:7]=1.C(=O)([O-])[O-].[Cs+].[Cs+].I[CH2:53][CH2:54][F:55]. Product: [F:55][CH2:54][CH2:53][O:1][C:2]1[CH:3]=[C:4]([C:8]2[CH:9]=[C:10]([CH:14]([NH:20][C:21]([C@@H:23]3[CH2:28][CH2:27][CH2:26][N:25]([C:29](=[O:45])[CH2:30][CH2:31][CH:32]4[CH2:33][CH2:34][N:35]([C:38]([O:40][C:41]([CH3:42])([CH3:44])[CH3:43])=[O:39])[CH2:36][CH2:37]4)[CH2:24]3)=[O:22])[CH2:15][C:16]([O:18][CH3:19])=[O:17])[CH:11]=[N:12][CH:13]=2)[CH:5]=[CH:6][CH:7]=1. The catalyst class is: 30. (2) Reactant: [CH2:1]([O:8][C:9]1[CH:10]=[C:11]([C:17]2[CH2:26][C:25](=[O:27])[C:24]3[C:19](=[CH:20][C:21]4[O:30][CH2:29][O:28][C:22]=4[CH:23]=3)[N:18]=2)[CH:12]=[C:13]([O:15]C)[CH:14]=1)C1C=CC=CC=1. Product: [OH:15][C:13]1[CH:12]=[C:11]([C:17]2[CH2:26][C:25](=[O:27])[C:24]3[C:19](=[CH:20][C:21]4[O:30][CH2:29][O:28][C:22]=4[CH:23]=3)[N:18]=2)[CH:10]=[C:9]([O:8][CH3:1])[CH:14]=1. The catalyst class is: 19. (3) Reactant: C(OC([N:8]1[CH2:13][CH2:12][CH:11]([C:14]([OH:16])=O)[CH2:10][CH2:9]1)=O)(C)(C)C.[CH2:17]([NH:19][CH2:20][CH3:21])[CH3:18].C(N(CC)CC)C.C1C=NC2N(O)N=NC=2C=1.CCN=C=NCCCN(C)C. Product: [CH2:17]([N:19]([CH2:20][CH3:21])[C:14]([CH:11]1[CH2:10][CH2:9][NH:8][CH2:13][CH2:12]1)=[O:16])[CH3:18]. The catalyst class is: 3. (4) Reactant: [S:1]1[C:5]2[CH:6]=[CH:7][CH:8]=[C:9]([CH2:10][N:11]([CH2:44][CH:45](OCC)OCC)[C:12]([CH:14]([NH:27][C:28](=[O:43])[CH2:29][CH:30]([NH:32][C:33]([NH:35][CH2:36][C:37]3[CH:42]=[CH:41][CH:40]=[CH:39][CH:38]=3)=[O:34])[CH3:31])[CH2:15][C:16]3[CH:21]=[CH:20][C:19]([O:22]C(C)(C)C)=[CH:18][CH:17]=3)=[O:13])[C:4]=2[N:3]=[CH:2]1. Product: [CH2:36]([NH:35][C:33]([N:32]1[CH:30]([CH3:31])[CH2:29][C:28](=[O:43])[N:27]2[CH:14]([CH2:15][C:16]3[CH:17]=[CH:18][C:19]([OH:22])=[CH:20][CH:21]=3)[C:12](=[O:13])[N:11]([CH2:10][C:9]3[C:4]4[N:3]=[CH:2][S:1][C:5]=4[CH:6]=[CH:7][CH:8]=3)[CH2:44][CH:45]12)=[O:34])[C:37]1[CH:42]=[CH:41][CH:40]=[CH:39][CH:38]=1. The catalyst class is: 106. (5) Reactant: [CH3:1][C:2]1[C:10]([C@H:11]2[O:16][CH2:15][C@@H:14]3[CH2:17][NH:18][CH2:19][CH2:20][N:13]3[CH2:12]2)=[CH:9][CH:8]=[C:7]2[C:3]=1[CH2:4][O:5][C:6]2=[O:21].[CH3:22][C:23]1[C:31]([CH2:32][CH:33]=O)=[CH:30][CH:29]=[C:28]2[C:24]=1[CH2:25][O:26][C:27]2=[O:35].C(O[BH-](OC(=O)C)OC(=O)C)(=O)C.[Na+]. Product: [CH3:1][C:2]1[C:10]([C@H:11]2[O:16][CH2:15][C@@H:14]3[CH2:17][N:18]([CH2:33][CH2:32][C:31]4[C:23]([CH3:22])=[C:24]5[C:28](=[CH:29][CH:30]=4)[C:27](=[O:35])[O:26][CH2:25]5)[CH2:19][CH2:20][N:13]3[CH2:12]2)=[CH:9][CH:8]=[C:7]2[C:3]=1[CH2:4][O:5][C:6]2=[O:21]. The catalyst class is: 68. (6) Reactant: [Cl:1][C:2]1[C:7]([Cl:8])=[CH:6][CH:5]=[CH:4][C:3]=1[N:9]1[CH2:14][CH2:13][NH:12][CH2:11][CH2:10]1.[F:15][C:16]1[CH:17]=[C:18]([O:23][CH2:24][CH2:25][C:26](O)=[O:27])[CH:19]=[CH:20][C:21]=1[F:22].C1C=NC2N(O)N=NC=2C=1.CCN(C(C)C)C(C)C.CN(C(ON1N=NC2C=CC=NC1=2)=[N+](C)C)C.F[P-](F)(F)(F)(F)F. Product: [Cl:1][C:2]1[C:7]([Cl:8])=[CH:6][CH:5]=[CH:4][C:3]=1[N:9]1[CH2:14][CH2:13][N:12]([C:26](=[O:27])[CH2:25][CH2:24][O:23][C:18]2[CH:19]=[CH:20][C:21]([F:22])=[C:16]([F:15])[CH:17]=2)[CH2:11][CH2:10]1. The catalyst class is: 2. (7) Reactant: [O:1]=[C:2]([C:9]1[CH:14]=[CH:13][CH:12]=[CH:11][CH:10]=1)[CH2:3][C:4]([O:6][CH2:7][CH3:8])=[O:5].[H-].[Na+].[F:17][C:18]([F:28])([F:27])[C:19]1[CH:26]=[CH:25][C:22]([CH2:23]Br)=[CH:21][CH:20]=1.O. Product: [O:1]=[C:2]([C:9]1[CH:14]=[CH:13][CH:12]=[CH:11][CH:10]=1)[CH:3]([CH2:23][C:22]1[CH:21]=[CH:20][C:19]([C:18]([F:17])([F:27])[F:28])=[CH:26][CH:25]=1)[C:4]([O:6][CH2:7][CH3:8])=[O:5]. The catalyst class is: 57.